Dataset: Reaction yield outcomes from USPTO patents with 853,638 reactions. Task: Predict the reaction yield, written as a fraction of the theoretical maximum amount of product (1.0 means a 100% yield; for example, 0.34 means a 34% yield). (1) The reactants are [NH2:1][C:2](=[O:42])[CH2:3][C:4]1[CH:41]=[CH:40][CH:39]=[CH:38][C:5]=1[CH2:6][CH2:7][C:8]1[C:13]([C:14]([F:17])([F:16])[F:15])=[CH:12][N:11]=[C:10]([NH:18][C:19]2[CH:24]=[CH:23][C:22]([CH:25]3[O:30][CH2:29][CH2:28][N:27](C(OC(C)(C)C)=O)[CH2:26]3)=[CH:21][CH:20]=2)[N:9]=1.C(O)(C(F)(F)F)=O. The catalyst is C(Cl)Cl. The product is [NH:27]1[CH2:28][CH2:29][O:30][CH:25]([C:22]2[CH:23]=[CH:24][C:19]([NH:18][C:10]3[N:9]=[C:8]([CH2:7][CH2:6][C:5]4[CH:38]=[CH:39][CH:40]=[CH:41][C:4]=4[CH2:3][C:2]([NH2:1])=[O:42])[C:13]([C:14]([F:17])([F:15])[F:16])=[CH:12][N:11]=3)=[CH:20][CH:21]=2)[CH2:26]1. The yield is 0.890. (2) The reactants are Cl[C:2]1[C:11]2[C:6](=[CH:7][CH:8]=[CH:9][C:10]=2[O:12][CH:13]2[CH2:18][CH2:17][N:16]([CH3:19])[CH2:15][CH2:14]2)[N:5]=[CH:4][N:3]=1.[Cl:20][C:21]1[CH:22]=[C:23]([CH:25]=[CH:26][C:27]=1[OH:28])[NH2:24]. No catalyst specified. The product is [Cl:20][C:21]1[CH:22]=[C:23]([CH:25]=[CH:26][C:27]=1[OH:28])[NH:24][C:2]1[C:11]2[C:6](=[CH:7][CH:8]=[CH:9][C:10]=2[O:12][CH:13]2[CH2:18][CH2:17][N:16]([CH3:19])[CH2:15][CH2:14]2)[N:5]=[CH:4][N:3]=1. The yield is 0.600. (3) The reactants are Cl[C:2]1[CH:3]=[C:4]([O:8][CH3:9])[CH:5]=[CH:6][CH:7]=1.[CH2:10]([NH2:16])[CH2:11][CH2:12][CH2:13][CH2:14][CH3:15].CC(C)([O-])C.[Na+]. The catalyst is C1(C)C=CC=CC=1.C1C=CC(/C=C/C(/C=C/C2C=CC=CC=2)=O)=CC=1.C1C=CC(/C=C/C(/C=C/C2C=CC=CC=2)=O)=CC=1.[Pd]. The product is [CH2:10]([NH:16][C:2]1[CH:7]=[CH:6][CH:5]=[C:4]([O:8][CH3:9])[CH:3]=1)[CH2:11][CH2:12][CH2:13][CH2:14][CH3:15]. The yield is 0.950. (4) The reactants are [OH:1][CH:2]1[C:11]2([CH2:16][CH2:15][N:14]([C:17]([C:19]3[CH:24]=[CH:23][C:22]([O:25][CH:26]([CH3:28])[CH3:27])=[C:21]([O:29][CH3:30])[CH:20]=3)=[O:18])[CH2:13][CH2:12]2)[O:10][C:9]2[C:4](=[CH:5][CH:6]=[CH:7][CH:8]=2)[CH2:3]1.[H-].[Na+].I[CH3:34]. The catalyst is C1COCC1.CN(C=O)C. The product is [CH:26]([O:25][C:22]1[CH:23]=[CH:24][C:19]([C:17]([N:14]2[CH2:15][CH2:16][C:11]3([CH:2]([O:1][CH3:34])[CH2:3][C:4]4[C:9](=[CH:8][CH:7]=[CH:6][CH:5]=4)[O:10]3)[CH2:12][CH2:13]2)=[O:18])=[CH:20][C:21]=1[O:29][CH3:30])([CH3:27])[CH3:28]. The yield is 0.780. (5) The product is [CH:1]1([NH:4][C:5]([C:7]2[CH:8]=[C:9]([C:14]3[CH:19]=[CH:18][C:17]([C:20](=[O:27])[C:21]4[CH:26]=[CH:25][CH:24]=[CH:23][CH:22]=4)=[C:16]([NH:28][C:36](=[O:38])[CH3:37])[CH:15]=3)[C:10]([CH3:13])=[CH:11][CH:12]=2)=[O:6])[CH2:2][CH2:3]1. The reactants are [CH:1]1([NH:4][C:5]([C:7]2[CH:8]=[C:9]([C:14]3[CH:19]=[CH:18][C:17]([C:20](=[O:27])[C:21]4[CH:26]=[CH:25][CH:24]=[CH:23][CH:22]=4)=[C:16]([NH2:28])[CH:15]=3)[C:10]([CH3:13])=[CH:11][CH:12]=2)=[O:6])[CH2:3][CH2:2]1.C(N(CC)CC)C.[C:36](OC(=O)C)(=[O:38])[CH3:37]. The catalyst is C(Cl)Cl.C(OCC)(=O)C. The yield is 0.850.